Dataset: Forward reaction prediction with 1.9M reactions from USPTO patents (1976-2016). Task: Predict the product of the given reaction. The product is: [CH:28]1([CH2:34][CH2:35][N:13]2[C:12](=[O:14])[CH:11]=[C:10]([CH3:15])[N:9]=[C:8]2[C:4]2[CH:5]=[CH:6][CH:7]=[C:2]([F:1])[C:3]=2[O:16][CH2:17][C:18]2[CH:19]=[CH:20][CH:21]=[CH:22][CH:23]=2)[CH2:33][CH2:32][CH2:31][CH2:30][CH2:29]1. Given the reactants [F:1][C:2]1[C:3]([O:16][CH2:17][C:18]2[CH:23]=[CH:22][CH:21]=[CH:20][CH:19]=2)=[C:4]([C:8]2[NH:9][C:10]([CH3:15])=[CH:11][C:12](=[O:14])[N:13]=2)[CH:5]=[CH:6][CH:7]=1.[H-].[Li+].[Br-].[Li+].[CH:28]1([CH2:34][CH2:35]Br)[CH2:33][CH2:32][CH2:31][CH2:30][CH2:29]1, predict the reaction product.